Dataset: Catalyst prediction with 721,799 reactions and 888 catalyst types from USPTO. Task: Predict which catalyst facilitates the given reaction. (1) Reactant: [CH2:1]([O:3][C:4]([N:6]1[CH2:11][CH2:10][N:9]([C:12](=[O:56])[C@@H:13]([NH:22][C:23]([C:25]2[CH:29]=[C:28]([O:30][CH2:31][C:32]([N:34]3[CH2:38][CH2:37][CH2:36][C@H:35]3[C:39]([O:41]CC3C=CC=CC=3)=[O:40])=[O:33])[N:27]([C:49]3[CH:54]=[CH:53][CH:52]=[C:51]([F:55])[CH:50]=3)[N:26]=2)=[O:24])[CH2:14][C:15]([O:17][C:18]([CH3:21])([CH3:20])[CH3:19])=[O:16])[CH2:8][CH2:7]1)=[O:5])[CH3:2]. Product: [CH2:1]([O:3][C:4]([N:6]1[CH2:7][CH2:8][N:9]([C:12](=[O:56])[C@@H:13]([NH:22][C:23]([C:25]2[CH:29]=[C:28]([O:30][CH2:31][C:32]([N:34]3[CH2:38][CH2:37][CH2:36][C@H:35]3[C:39]([OH:41])=[O:40])=[O:33])[N:27]([C:49]3[CH:54]=[CH:53][CH:52]=[C:51]([F:55])[CH:50]=3)[N:26]=2)=[O:24])[CH2:14][C:15]([O:17][C:18]([CH3:21])([CH3:20])[CH3:19])=[O:16])[CH2:10][CH2:11]1)=[O:5])[CH3:2]. The catalyst class is: 13. (2) Reactant: [CH3:1][C:2]([CH3:35])([CH3:34])[C:3]#[C:4][C:5]1[S:9][C:8]([C:10]([O:12]C)=[O:11])=[C:7]([N:14]([C@H:24]2[CH2:28][CH2:27][N:26]([CH2:29][CH2:30][O:31][CH3:32])[C:25]2=[O:33])[C:15]([C@H:17]2[CH2:22][CH2:21][C@H:20]([CH3:23])[CH2:19][CH2:18]2)=[O:16])[CH:6]=1.O[Li].O.Cl. Product: [CH3:34][C:2]([CH3:1])([CH3:35])[C:3]#[C:4][C:5]1[S:9][C:8]([C:10]([OH:12])=[O:11])=[C:7]([N:14]([C@H:24]2[CH2:28][CH2:27][N:26]([CH2:29][CH2:30][O:31][CH3:32])[C:25]2=[O:33])[C:15]([C@H:17]2[CH2:22][CH2:21][C@H:20]([CH3:23])[CH2:19][CH2:18]2)=[O:16])[CH:6]=1. The catalyst class is: 20. (3) Reactant: [NH2:1][C:2]1[CH:7]=[CH:6][C:5]([CH2:8][CH2:9][OH:10])=[CH:4][CH:3]=1.[O:11](C(OC(C)(C)C)=O)[C:12]([O:14][C:15]([CH3:18])([CH3:17])[CH3:16])=O. Product: [OH:10][CH2:9][CH2:8][C:5]1[CH:6]=[CH:7][C:2]([NH:1][C:12](=[O:11])[O:14][C:15]([CH3:18])([CH3:17])[CH3:16])=[CH:3][CH:4]=1. The catalyst class is: 1. (4) Reactant: [F:1][C:2]1[CH:32]=[CH:31][C:5]2[S:6][C:7]([S:10]([NH:13][C:14]3[CH:26]=[CH:25][C:17]([C:18]([NH:20][CH2:21][C:22](=O)[CH3:23])=O)=[CH:16][C:15]=3[S:27]([CH3:30])(=[O:29])=[O:28])(=[O:12])=[O:11])=[C:8]([CH3:9])[C:4]=2[CH:3]=1.P12(SP3(SP(SP(S3)(S1)=S)(=S)S2)=S)=[S:34]. Product: [F:1][C:2]1[CH:32]=[CH:31][C:5]2[S:6][C:7]([S:10]([NH:13][C:14]3[CH:26]=[CH:25][C:17]([C:18]4[S:34][C:22]([CH3:23])=[CH:21][N:20]=4)=[CH:16][C:15]=3[S:27]([CH3:30])(=[O:29])=[O:28])(=[O:12])=[O:11])=[C:8]([CH3:9])[C:4]=2[CH:3]=1. The catalyst class is: 12. (5) Reactant: [CH2:1]([O:5][C:6]1[CH:11]=[C:10]([CH2:12][CH2:13][C:14]([O:16][CH3:17])=[O:15])[CH:9]=[CH:8][C:7]=1[C:18]1[CH:23]=[CH:22][CH:21]=[C:20]([CH2:24][NH:25][CH3:26])[CH:19]=1)[CH2:2][CH2:3][CH3:4].C(N([CH2:32][CH3:33])CC)C.[Cl:34]CCl. Product: [C:6]([Cl:34])(=[O:5])[CH2:7][CH2:8][CH2:9][CH2:10][CH2:12][CH3:13].[CH2:1]([O:5][C:6]1[CH:11]=[C:10]([CH2:12][CH2:13][C:14]([O:16][CH3:17])=[O:15])[CH:9]=[CH:8][C:7]=1[C:18]1[CH:23]=[CH:22][CH:21]=[C:20]([CH2:24][N:25]([C:6](=[O:5])[CH2:7][CH2:8][CH2:9][CH2:10][CH2:32][CH3:33])[CH3:26])[CH:19]=1)[CH2:2][CH2:3][CH3:4]. The catalyst class is: 277.